This data is from NCI-60 drug combinations with 297,098 pairs across 59 cell lines. The task is: Regression. Given two drug SMILES strings and cell line genomic features, predict the synergy score measuring deviation from expected non-interaction effect. Drug 1: CCC(=C(C1=CC=CC=C1)C2=CC=C(C=C2)OCCN(C)C)C3=CC=CC=C3.C(C(=O)O)C(CC(=O)O)(C(=O)O)O. Drug 2: B(C(CC(C)C)NC(=O)C(CC1=CC=CC=C1)NC(=O)C2=NC=CN=C2)(O)O. Cell line: SF-295. Synergy scores: CSS=62.2, Synergy_ZIP=8.49, Synergy_Bliss=7.87, Synergy_Loewe=-19.3, Synergy_HSA=7.67.